From a dataset of Reaction yield outcomes from USPTO patents with 853,638 reactions. Predict the reaction yield, written as a fraction of the theoretical maximum amount of product (1.0 means a 100% yield; for example, 0.34 means a 34% yield). (1) The reactants are Cl[C:2]1[N:6]([CH2:7][C:8]2[CH:13]=[CH:12][C:11]([C:14]3[CH:19]=[CH:18][CH:17]=[CH:16][C:15]=3[C:20]#[N:21])=[CH:10][CH:9]=2)[C:5]2[C:22]([C:26]([O:28][CH2:29][CH3:30])=[O:27])=[CH:23][CH:24]=[CH:25][C:4]=2[N:3]=1.[CH3:31][CH2:32][O-:33].[Na+]. The catalyst is C(O)C. The product is [C:20]([C:15]1[CH:16]=[CH:17][CH:18]=[CH:19][C:14]=1[C:11]1[CH:12]=[CH:13][C:8]([CH2:7][N:6]2[C:5]3[C:22]([C:26]([O:28][CH2:29][CH3:30])=[O:27])=[CH:23][CH:24]=[CH:25][C:4]=3[N:3]=[C:2]2[O:33][CH2:32][CH3:31])=[CH:9][CH:10]=1)#[N:21]. The yield is 0.700. (2) The reactants are C(OC(=O)NC[C:9]1[CH:38]=[CH:37][C:12]2[N:13]([CH2:32][CH2:33][CH:34]([CH3:36])[CH3:35])[C:14]([CH2:16][N:17]3[C:26]4[C:21](=[CH:22][CH:23]=[CH:24][CH:25]=4)[C:20](=[O:27])[N:19]([CH:28]4[CH2:30][CH2:29]4)[C:18]3=[O:31])=[N:15][C:11]=2[CH:10]=1)(C)(C)C.C1(N2C(=O)C3C(=CC=CC=3)NC2=O)CC1.[CH3:55][O:56][C:57](C1C=CC2N(CCC(C)C)C(CCl)=NC=2C=1)=[O:58].Cl. The catalyst is O. The product is [CH3:55][O:56][C:57]([C:9]1[CH:38]=[CH:37][C:12]2[N:13]([CH2:32][CH2:33][CH:34]([CH3:36])[CH3:35])[C:14]([CH2:16][N:17]3[C:26]4[C:21](=[CH:22][CH:23]=[CH:24][CH:25]=4)[C:20](=[O:27])[N:19]([CH:28]4[CH2:29][CH2:30]4)[C:18]3=[O:31])=[N:15][C:11]=2[CH:10]=1)=[O:58]. The yield is 0.900. (3) The reactants are F[C:2]1[CH:11]=[CH:10][C:5]([C:6]([O:8][CH3:9])=[O:7])=[CH:4][C:3]=1[N+:12]([O-:14])=[O:13].[NH:15]1[CH2:20][CH2:19][CH2:18][CH2:17][CH:16]1[C:21]([O:23][CH3:24])=[O:22].C([O-])([O-])=O.[Cs+].[Cs+]. The catalyst is CN(C=O)C. The product is [CH3:9][O:8][C:6]([C:5]1[CH:10]=[CH:11][C:2]([N:15]2[CH2:20][CH2:19][CH2:18][CH2:17][CH:16]2[C:21]([O:23][CH3:24])=[O:22])=[C:3]([N+:12]([O-:14])=[O:13])[CH:4]=1)=[O:7]. The yield is 0.900. (4) The reactants are [F:1][C:2]1[CH:7]=[CH:6][CH:5]=[CH:4][C:3]=1[C:8]1[CH:16]=[CH:15][CH:14]=[C:13]2[C:9]=1[CH2:10][C:11](=[O:17])[NH:12]2.[N:18]1([CH2:23][CH2:24][NH:25][C:26]([C:28]2[CH:32]=[C:31]([CH3:33])[NH:30][C:29]=2[CH:34]=O)=[O:27])[CH2:22][CH2:21][CH2:20][CH2:19]1. The catalyst is C(O)C.N1CCCCC1. The product is [N:18]1([CH2:23][CH2:24][NH:25][C:26]([C:28]2[CH:32]=[C:31]([CH3:33])[NH:30][C:29]=2[CH:34]=[C:10]2[C:9]3[C:13](=[CH:14][CH:15]=[CH:16][C:8]=3[C:3]3[CH:4]=[CH:5][CH:6]=[CH:7][C:2]=3[F:1])[NH:12][C:11]2=[O:17])=[O:27])[CH2:22][CH2:21][CH2:20][CH2:19]1. The yield is 0.510. (5) The product is [F:37][C:38]1[C:43]([O:19][C:18]([C:11]2[N:12]([CH2:14][CH:15]3[CH2:16][CH2:17]3)[CH:13]=[C:9]([NH:8][C:6]([O:5][C:1]([CH3:4])([CH3:2])[CH3:3])=[O:7])[CH:10]=2)=[O:20])=[C:42]([F:45])[C:41]([F:46])=[C:40]([F:47])[C:39]=1[F:48]. The catalyst is CN(C=O)C. The reactants are [C:1]([O:5][C:6]([NH:8][C:9]1[CH:10]=[C:11]([C:18]([OH:20])=[O:19])[N:12]([CH2:14][CH:15]2[CH2:17][CH2:16]2)[CH:13]=1)=[O:7])([CH3:4])([CH3:3])[CH3:2].C(N(C(C)C)CC)(C)C.FC(F)(F)C(O)=O.[F:37][C:38]1[C:43](O)=[C:42]([F:45])[C:41]([F:46])=[C:40]([F:47])[C:39]=1[F:48]. The yield is 0.830. (6) The reactants are [NH2:1][C:2]1[S:3][C:4]2[C:10]([N:11]3[CH2:16][CH2:15][O:14][CH2:13][CH2:12]3)=[CH:9][CH:8]=[C:7]([O:17][CH3:18])[C:5]=2[N:6]=1.[Cl:19][CH2:20][C:21]1[CH:29]=[CH:28][C:24]([C:25](Cl)=[O:26])=[CH:23][CH:22]=1.N1C=CC=CC=1. The catalyst is ClCCl. The product is [Cl:19][CH2:20][C:21]1[CH:29]=[CH:28][C:24]([C:25]([NH:1][C:2]2[S:3][C:4]3[C:10]([N:11]4[CH2:16][CH2:15][O:14][CH2:13][CH2:12]4)=[CH:9][CH:8]=[C:7]([O:17][CH3:18])[C:5]=3[N:6]=2)=[O:26])=[CH:23][CH:22]=1. The yield is 0.540. (7) The reactants are [NH2:1][N:2]1[CH:6]=[CH:5][CH:4]=[C:3]1[C:7]([NH:9][C:10]1[CH:15]=[CH:14][CH:13]=[CH:12][CH:11]=1)=[O:8].[C:16]([O:20][C:21]([NH:23][CH:24]([CH2:28]C)[C:25](O)=[O:26])=[O:22])([CH3:19])([CH3:18])[CH3:17]. The catalyst is C(OCC)C. The product is [O:26]=[C:25]([NH:1][N:2]1[CH:6]=[CH:5][CH:4]=[C:3]1[C:7](=[O:8])[NH:9][C:10]1[CH:15]=[CH:14][CH:13]=[CH:12][CH:11]=1)[CH:24]([NH:23][C:21](=[O:22])[O:20][C:16]([CH3:19])([CH3:18])[CH3:17])[CH3:28]. The yield is 0.840.